Dataset: Catalyst prediction with 721,799 reactions and 888 catalyst types from USPTO. Task: Predict which catalyst facilitates the given reaction. (1) Reactant: [Br:1][C:2]1[CH:19]=[CH:18][C:5]([O:6][C:7]2[C:12]([C:13]([O:15]CC)=[O:14])=[CH:11][N:10]=[CH:9][CH:8]=2)=[CH:4][CH:3]=1.[OH-].[Na+].C(O)=O.[Na+].[Cl-]. Product: [Br:1][C:2]1[CH:19]=[CH:18][C:5]([O:6][C:7]2[C:12]([C:13]([OH:15])=[O:14])=[CH:11][N:10]=[CH:9][CH:8]=2)=[CH:4][CH:3]=1. The catalyst class is: 20. (2) Reactant: [OH:1][C:2]1[CH:7]=[CH:6][C:5]([N:8]2[CH2:13][CH2:12][N:11]([CH2:14][CH2:15][CH:16]([O:23][C:24](=[O:26])[NH2:25])[C:17]3[CH:22]=[CH:21][CH:20]=[CH:19][CH:18]=3)[CH2:10][CH2:9]2)=[CH:4][CH:3]=1.C(N([CH2:32][CH3:33])CC)C.O1C[CH2:37][CH2:36][CH2:35]1. Product: [CH:33]1([O:1][C:2]2[CH:7]=[CH:6][C:5]([N:8]3[CH2:13][CH2:12][N:11]([CH2:14][CH2:15][CH:16]([O:23][C:24](=[O:26])[NH2:25])[C:17]4[CH:22]=[CH:21][CH:20]=[CH:19][CH:18]=4)[CH2:10][CH2:9]3)=[CH:4][CH:3]=2)[CH2:32][CH2:37][CH2:36][CH2:35]1. The catalyst class is: 6. (3) Reactant: [C:1]([C:3]1[C:8](=[O:9])[N:7]([C:10]2[CH:15]=[CH:14][CH:13]=[CH:12][CH:11]=2)[C:6]([C:16]2[CH:21]=[CH:20][C:19]([O:22][CH2:23][CH3:24])=[CH:18][CH:17]=2)=[N:5][C:4]=1[S:25][CH3:26])#[N:2].[Cl:27][S:28](O)(=[O:30])=[O:29]. Product: [C:1]([C:3]1[C:8](=[O:9])[N:7]([C:10]2[CH:11]=[CH:12][C:13]([S:28]([Cl:27])(=[O:30])=[O:29])=[CH:14][CH:15]=2)[C:6]([C:16]2[CH:17]=[CH:18][C:19]([O:22][CH2:23][CH3:24])=[CH:20][CH:21]=2)=[N:5][C:4]=1[S:25][CH3:26])#[N:2]. The catalyst class is: 22. (4) Reactant: N#N.[NH:3]1[C:7]2[CH:8]=[CH:9][CH:10]=[CH:11][C:6]=2[N:5]=[C:4]1[C@H:12]([NH:22][C:23]([N:25]1[CH2:30][CH:29]2[CH2:31][CH2:32][CH:26]1[CH2:27][NH:28]2)=[O:24])[CH2:13][C:14]1[CH:19]=[CH:18][C:17]([O:20][CH3:21])=[CH:16][CH:15]=1.CCN(C(C)C)C(C)C.Cl[C:43]([O:45][CH3:46])=[O:44]. Product: [NH:3]1[C:7]2[CH:8]=[CH:9][CH:10]=[CH:11][C:6]=2[N:5]=[C:4]1[C@H:12]([NH:22][C:23]([N:25]1[CH2:30][CH:29]2[CH2:31][CH2:32][CH:26]1[CH2:27][N:28]2[C:43]([O:45][CH3:46])=[O:44])=[O:24])[CH2:13][C:14]1[CH:19]=[CH:18][C:17]([O:20][CH3:21])=[CH:16][CH:15]=1. The catalyst class is: 2. (5) Reactant: [NH:1]([C:60]([O:62][CH2:63][C:64]1[CH:69]=[CH:68][CH:67]=[CH:66][CH:65]=1)=[O:61])[C@H:2]([C:27]([N:29]1[CH2:59][CH2:58][CH2:57][C@H:30]1[C:31]([NH:33][C@H:34]([C:42]([NH:44][C@H:45]([C:54]([OH:56])=[O:55])[CH2:46][CH2:47][CH2:48][CH2:49][NH:50][C:51]([CH3:53])=[O:52])=[O:43])[CH2:35][CH2:36][CH2:37][CH2:38][N:39]([CH3:41])[CH3:40])=[O:32])=[O:28])[CH2:3][CH2:4][C:5](=[O:26])[NH:6]C(C1C=CC=CC=1)(C1C=CC=CC=1)C1C=CC=CC=1.[NH2:70][C:71]1[C:76]2[N:77]=[C:78]([C:80]#[N:81])[S:79][C:75]=2[CH:74]=[CH:73][CH:72]=1.C([SiH](C(C)C)C(C)C)(C)C.C(#N)C.C(O)(C(F)(F)F)=O. Product: [NH:1]([C:60]([O:62][CH2:63][C:64]1[CH:69]=[CH:68][CH:67]=[CH:66][CH:65]=1)=[O:61])[C@H:2]([C:27]([N:29]1[CH2:59][CH2:58][CH2:57][C@H:30]1[C:31]([NH:33][C@H:34]([C:42]([NH:44][C@H:45]([C:54]([OH:56])=[O:55])[CH2:46][CH2:47][CH2:48][CH2:49][NH:50][C:51]([CH3:53])=[O:52])=[O:43])[CH2:35][CH2:36][CH2:37][CH2:38][N:39]([CH3:40])[CH3:41])=[O:32])=[O:28])[CH2:3][CH2:4][C:5](=[O:26])[NH2:6].[NH2:70][C:71]1[C:76]2[N:77]=[C:78]([C:80]#[N:81])[S:79][C:75]=2[CH:74]=[CH:73][CH:72]=1. The catalyst class is: 137. (6) Reactant: [Br:1][C:2]1[C:11]2[C:6](=[CH:7][C:8]([C:12]3[N:13]=[C:14]([C:17]4[CH:22]=[CH:21][CH:20]=[CH:19][CH:18]=4)[S:15][CH:16]=3)=[CH:9][CH:10]=2)[CH:5]=[CH:4][C:3]=1[O:23][CH2:24][C:25]#[N:26].[N-:27]=[N+:28]=[N-:29].[Na+].[Cl-].[NH4+]. Product: [Br:1][C:2]1[C:11]2[C:6](=[CH:7][C:8]([C:12]3[N:13]=[C:14]([C:17]4[CH:22]=[CH:21][CH:20]=[CH:19][CH:18]=4)[S:15][CH:16]=3)=[CH:9][CH:10]=2)[CH:5]=[CH:4][C:3]=1[O:23][CH2:24][C:25]1[NH:29][N:28]=[N:27][N:26]=1. The catalyst class is: 3. (7) Reactant: [Cl:1][C:2]1[CH:3]=[CH:4][C:5]([O:15][CH2:16][C:17]2[CH:22]=[CH:21][CH:20]=[CH:19][CH:18]=2)=[C:6]([C:8](=O)[CH2:9][CH2:10][C:11](=O)[CH3:12])[CH:7]=1.Cl.[CH3:24][S:25]([C:28]1[CH:34]=[CH:33][C:31]([NH2:32])=[CH:30][CH:29]=1)(=[O:27])=[O:26].C(N(CC)CC)C. Product: [Cl:1][C:2]1[CH:3]=[CH:4][C:5]([O:15][CH2:16][C:17]2[CH:22]=[CH:21][CH:20]=[CH:19][CH:18]=2)=[C:6]([C:8]2[N:32]([C:31]3[CH:30]=[CH:29][C:28]([S:25]([CH3:24])(=[O:27])=[O:26])=[CH:34][CH:33]=3)[C:11]([CH3:12])=[CH:10][CH:9]=2)[CH:7]=1. The catalyst class is: 260. (8) Reactant: CO[C:3]1[CH:8]=[CH:7][C:6]([C:9](=O)[CH2:10][N:11]([CH3:29])[CH2:12][C:13]2[CH:18]=[CH:17][CH:16]=[C:15]([O:19][CH2:20][CH2:21][CH2:22][N:23]3[CH2:28][CH2:27][CH2:26][CH2:25][CH2:24]3)[CH:14]=2)=[CH:5][CH:4]=1.CNCC1C=CC=C(OCCCN2CCCCC2)C=1.BrCC(C1C=CC([C:60]([F:63])([F:62])[F:61])=CC=1)=O. Product: [CH3:29][N:11]1[CH2:10][CH:9]([C:6]2[CH:7]=[CH:8][CH:3]=[CH:4][C:5]=2[C:60]([F:63])([F:62])[F:61])[C:18]2[C:13](=[CH:14][C:15]([O:19][CH2:20][CH2:21][CH2:22][N:23]3[CH2:28][CH2:27][CH2:26][CH2:25][CH2:24]3)=[CH:16][CH:17]=2)[CH2:12]1. The catalyst class is: 34.